This data is from Reaction yield outcomes from USPTO patents with 853,638 reactions. The task is: Predict the reaction yield, written as a fraction of the theoretical maximum amount of product (1.0 means a 100% yield; for example, 0.34 means a 34% yield). (1) The reactants are C(C1C=CC(C(NC2C=CC(C3C=C4C(CN([C@@H](C(C)C)C(O)=O)C4=O)=CC=3)=NC=2)=O)=CC=1)(C)(C)C.[Cl:37][C:38]1[CH:43]=[C:42]([NH:44][C:45](=[O:57])[C:46]2[CH:51]=[CH:50][C:49]([O:52][C:53]([F:56])([F:55])[F:54])=[CH:48][CH:47]=2)[CH:41]=[CH:40][C:39]=1[C:58]1[CH:66]=[C:65]2[C:61]([CH2:62][N:63]([C@@H:68]([CH:73]([CH3:75])[CH3:74])[C:69]([O:71]C)=[O:70])[C:64]2=[O:67])=[CH:60][CH:59]=1. No catalyst specified. The product is [Cl:37][C:38]1[CH:43]=[C:42]([NH:44][C:45](=[O:57])[C:46]2[CH:47]=[CH:48][C:49]([O:52][C:53]([F:54])([F:55])[F:56])=[CH:50][CH:51]=2)[CH:41]=[CH:40][C:39]=1[C:58]1[CH:66]=[C:65]2[C:61]([CH2:62][N:63]([C@@H:68]([CH:73]([CH3:75])[CH3:74])[C:69]([OH:71])=[O:70])[C:64]2=[O:67])=[CH:60][CH:59]=1. The yield is 0.720. (2) The reactants are Cl.[F:2][C:3]1[C:8]([C:9]([F:12])([F:11])[F:10])=[CH:7][CH:6]=[CH:5][C:4]=1[CH:13]1[CH2:16][C:15]2([CH2:21][CH2:20][NH:19][CH2:18][CH2:17]2)[CH2:14]1.C1([O:28][C:29](=O)[NH:30][C:31]2[O:35][N:34]=[C:33]([CH3:36])[C:32]=2[CH3:37])C=CC=CC=1. No catalyst specified. The product is [CH3:36][C:33]1[C:32]([CH3:37])=[C:31]([NH:30][C:29]([N:19]2[CH2:18][CH2:17][C:15]3([CH2:16][CH:13]([C:4]4[CH:5]=[CH:6][CH:7]=[C:8]([C:9]([F:11])([F:12])[F:10])[C:3]=4[F:2])[CH2:14]3)[CH2:21][CH2:20]2)=[O:28])[O:35][N:34]=1. The yield is 0.430. (3) The reactants are [CH:1]1([CH2:6][CH:7]([C:11]2[CH:16]=[CH:15][C:14]([S:17][C:18]([F:21])([F:20])[F:19])=[CH:13][CH:12]=2)[C:8]([OH:10])=[O:9])[CH2:5][CH2:4][CH2:3][CH2:2]1.[CH3:22]O. The catalyst is S(=O)(=O)(O)O. The product is [CH3:22][O:9][C:8](=[O:10])[CH:7]([C:11]1[CH:16]=[CH:15][C:14]([S:17][C:18]([F:21])([F:19])[F:20])=[CH:13][CH:12]=1)[CH2:6][CH:1]1[CH2:5][CH2:4][CH2:3][CH2:2]1. The yield is 0.990. (4) The reactants are [CH2:1]([N:5]([S:15]([C:18]1[CH:23]=[CH:22][C:21]([N+:24]([O-:26])=[O:25])=[CH:20][CH:19]=1)(=[O:17])=[O:16])[C@H:6]([C:12]([OH:14])=[O:13])[CH2:7][CH2:8][CH2:9][CH2:10][NH2:11])[CH:2]([CH3:4])[CH3:3].[N+:27]([C:30]1[CH:35]=[CH:34][C:33]([S:36](Cl)(=[O:38])=[O:37])=[CH:32][CH:31]=1)([O-:29])=[O:28]. No catalyst specified. The product is [CH2:1]([N:5]([S:15]([C:18]1[CH:23]=[CH:22][C:21]([N+:24]([O-:26])=[O:25])=[CH:20][CH:19]=1)(=[O:17])=[O:16])[C@H:6]([C:12]([OH:14])=[O:13])[CH2:7][CH2:8][CH2:9][CH2:10][NH:11][S:36]([C:33]1[CH:32]=[CH:31][C:30]([N+:27]([O-:29])=[O:28])=[CH:35][CH:34]=1)(=[O:37])=[O:38])[CH:2]([CH3:4])[CH3:3]. The yield is 0.320. (5) The reactants are C(O)(=O)CO.FC(F)(F)S([O:11][Si:12]([C:15]([CH3:18])([CH3:17])[CH3:16])([CH3:14])[CH3:13])(=O)=O.[C:21](Cl)(=O)[C:22]([Cl:24])=[O:23]. The catalyst is N1C=CC=CC=1.ClCCl.CN(C=O)C. The product is [Si:12]([O:11][CH2:21][C:22]([Cl:24])=[O:23])([C:15]([CH3:18])([CH3:17])[CH3:16])([CH3:14])[CH3:13]. The yield is 0.370. (6) The reactants are [C:1]([O:4][C@H:5]([C:8]#[C:9][C:10]#[C:11][C@H:12]([NH2:22])[CH2:13][CH2:14][CH2:15][CH:16]1[CH2:21][CH2:20][CH2:19][CH2:18][CH2:17]1)[CH:6]=[CH2:7])(=[O:3])[CH3:2].[C:23](O[C:23](=[O:30])[C:24]1[CH:29]=[CH:28][CH:27]=[CH:26][CH:25]=1)(=[O:30])[C:24]1[CH:29]=[CH:28][CH:27]=[CH:26][CH:25]=1.C(N(CC)CC)C. The catalyst is C(Cl)Cl. The product is [C:1]([O:4][C@H:5]([C:8]#[C:9][C:10]#[C:11][C@H:12]([NH:22][C:23](=[O:30])[C:24]1[CH:29]=[CH:28][CH:27]=[CH:26][CH:25]=1)[CH2:13][CH2:14][CH2:15][CH:16]1[CH2:17][CH2:18][CH2:19][CH2:20][CH2:21]1)[CH:6]=[CH2:7])(=[O:3])[CH3:2]. The yield is 0.796.